This data is from Peptide-MHC class I binding affinity with 185,985 pairs from IEDB/IMGT. The task is: Regression. Given a peptide amino acid sequence and an MHC pseudo amino acid sequence, predict their binding affinity value. This is MHC class I binding data. (1) The peptide sequence is VLRENTSPK. The MHC is HLA-A11:01 with pseudo-sequence HLA-A11:01. The binding affinity (normalized) is 0.433. (2) The peptide sequence is RLSQSGHML. The MHC is HLA-A69:01 with pseudo-sequence HLA-A69:01. The binding affinity (normalized) is 0.0847.